Task: Predict the reactants needed to synthesize the given product.. Dataset: Full USPTO retrosynthesis dataset with 1.9M reactions from patents (1976-2016) (1) Given the product [NH2:34][C:21]1[N:20]=[CH:19][C:18]([C:16]([N:13]2[CH2:14][CH2:15][N:10]([C:7]3[C:6]([CH3:26])=[CH:5][C:4]([CH:1]4[CH2:3][CH2:2]4)=[CH:9][N:8]=3)[CH2:11][CH2:12]2)=[O:17])=[C:23]([CH3:24])[CH:22]=1, predict the reactants needed to synthesize it. The reactants are: [CH:1]1([C:4]2[CH:5]=[C:6]([CH3:26])[C:7]([N:10]3[CH2:15][CH2:14][N:13]([C:16]([C:18]4[CH:19]=[N:20][C:21](F)=[CH:22][C:23]=4[CH3:24])=[O:17])[CH2:12][CH2:11]3)=[N:8][CH:9]=2)[CH2:3][CH2:2]1.COC1C=CC(C[NH2:34])=CC=1. (2) The reactants are: Br[C:2]1[CH:3]=[C:4]([NH:8][C:9](=[O:27])[C:10]2[CH:15]=[CH:14][N:13]=[C:12]([NH:16][C:17]3[CH:22]=[CH:21][CH:20]=[C:19]([C:23]([F:26])([F:25])[F:24])[N:18]=3)[CH:11]=2)[CH:5]=[N:6][CH:7]=1.[C:28]1(B(O)O)[CH:33]=[CH:32][CH:31]=[CH:30][CH:29]=1.C(=O)([O-])[O-].[Na+].[Na+]. Given the product [C:28]1([C:2]2[CH:3]=[C:4]([NH:8][C:9](=[O:27])[C:10]3[CH:15]=[CH:14][N:13]=[C:12]([NH:16][C:17]4[CH:22]=[CH:21][CH:20]=[C:19]([C:23]([F:26])([F:25])[F:24])[N:18]=4)[CH:11]=3)[CH:5]=[N:6][CH:7]=2)[CH:33]=[CH:32][CH:31]=[CH:30][CH:29]=1, predict the reactants needed to synthesize it.